This data is from Peptide-MHC class II binding affinity with 134,281 pairs from IEDB. The task is: Regression. Given a peptide amino acid sequence and an MHC pseudo amino acid sequence, predict their binding affinity value. This is MHC class II binding data. (1) The peptide sequence is RGLKLATALSLSNKF. The MHC is DRB1_0405 with pseudo-sequence DRB1_0405. The binding affinity (normalized) is 0.417. (2) The peptide sequence is EWATPFPHRKGVLFN. The MHC is DRB5_0101 with pseudo-sequence DRB5_0101. The binding affinity (normalized) is 0.140.